From a dataset of Catalyst prediction with 721,799 reactions and 888 catalyst types from USPTO. Predict which catalyst facilitates the given reaction. Reactant: [C:1]([C:9]1[N:13]2[C:14]3[C:19]([CH:20]=[CH:21][C:12]2=[C:11]([C:23]#[N:24])[CH:10]=1)=[C:18]([OH:22])[CH:17]=[CH:16][CH:15]=3)(=[O:8])[C:2]1[CH:7]=[CH:6][CH:5]=[CH:4][CH:3]=1.Cl.Cl[CH2:27][CH2:28][N:29]1[CH2:34][CH2:33][O:32][CH2:31][CH2:30]1.C(=O)([O-])[O-].[K+].[K+].[I-].[K+]. Product: [C:1]([C:9]1[N:13]2[C:14]3[C:19]([CH:20]=[CH:21][C:12]2=[C:11]([C:23]#[N:24])[CH:10]=1)=[C:18]([O:22][CH2:27][CH2:28][N:29]1[CH2:34][CH2:33][O:32][CH2:31][CH2:30]1)[CH:17]=[CH:16][CH:15]=3)(=[O:8])[C:2]1[CH:7]=[CH:6][CH:5]=[CH:4][CH:3]=1. The catalyst class is: 21.